Dataset: Reaction yield outcomes from USPTO patents with 853,638 reactions. Task: Predict the reaction yield, written as a fraction of the theoretical maximum amount of product (1.0 means a 100% yield; for example, 0.34 means a 34% yield). (1) The reactants are [CH2:1]([C:5]1[C:9](/[CH:10]=[CH:11]/[C:12]2[S:13][C:14]([C:18]([OH:20])=O)=[C:15]([CH3:17])[N:16]=2)=[C:8]([CH3:21])[O:7][N:6]=1)[CH2:2][CH2:3][CH3:4].[NH2:22][C@H:23]([CH2:26][CH3:27])[CH2:24][OH:25]. No catalyst specified. The product is [OH:25][CH2:24][C@H:23]([NH:22][C:18]([C:14]1[S:13][C:12](/[CH:11]=[CH:10]/[C:9]2[C:5]([CH2:1][CH2:2][CH2:3][CH3:4])=[N:6][O:7][C:8]=2[CH3:21])=[N:16][C:15]=1[CH3:17])=[O:20])[CH2:26][CH3:27]. The yield is 0.800. (2) The reactants are [C:1]1([C:7]2[N:11]([CH3:12])[N:10]=[CH:9][CH:8]=2)[CH2:6][CH2:5][CH2:4][CH2:3][CH:2]=1.CS(N)(=O)=[O:15].C(O)(C)(C)C.[OH2:23]. No catalyst specified. The product is [CH3:12][N:11]1[C:7]([C@@:1]2([OH:15])[CH2:6][CH2:5][CH2:4][CH2:3][C@@H:2]2[OH:23])=[CH:8][CH:9]=[N:10]1. The yield is 0.990.